From a dataset of Catalyst prediction with 721,799 reactions and 888 catalyst types from USPTO. Predict which catalyst facilitates the given reaction. (1) Reactant: [N+:1]([O:4][CH2:5][CH2:6][CH2:7][CH2:8][C:9]([OH:11])=O)([O-:3])=[O:2].C(Cl)(=O)C([Cl:15])=O. Product: [N+:1]([O-:3])([O:4][CH2:5][CH2:6][CH2:7][CH2:8][C:9]([Cl:15])=[O:11])=[O:2]. The catalyst class is: 59. (2) Reactant: [NH:1]1[CH2:4][CH:3]([N:5]2[C:9]3=[N:10][CH:11]=[N:12][C:13]([NH2:14])=[C:8]3[C:7]([C:15]3[CH:20]=[CH:19][C:18]([O:21][C:22]4[CH:27]=[CH:26][CH:25]=[CH:24][CH:23]=4)=[CH:17][CH:16]=3)=[N:6]2)[CH2:2]1.[C:28]([O:32][C:33]([N:35]([CH3:40])[CH2:36][C:37](O)=[O:38])=[O:34])([CH3:31])([CH3:30])[CH3:29].Cl.CN(C)CCCN=C=NCC.CCN(C(C)C)C(C)C.ON1C2N=CC=CC=2N=N1. Product: [NH2:14][C:13]1[N:12]=[CH:11][N:10]=[C:9]2[N:5]([CH:3]3[CH2:2][N:1]([C:37](=[O:38])[CH2:36][N:35]([CH3:40])[C:33](=[O:34])[O:32][C:28]([CH3:30])([CH3:31])[CH3:29])[CH2:4]3)[N:6]=[C:7]([C:15]3[CH:16]=[CH:17][C:18]([O:21][C:22]4[CH:27]=[CH:26][CH:25]=[CH:24][CH:23]=4)=[CH:19][CH:20]=3)[C:8]=12. The catalyst class is: 9. (3) Reactant: [CH3:1][C:2]1[O:6][C:5]([C:7]2[CH:12]=[CH:11][C:10]([C:13]([F:16])([F:15])[F:14])=[CH:9][CH:8]=2)=[N:4][C:3]=1[CH2:17][O:18][C:19]1[CH:20]=[C:21]2[C:25](=[CH:26][CH:27]=1)[N:24]([CH2:28][C:29]([OH:31])=O)[CH:23]=[CH:22]2.[CH3:32][S:33]([NH2:36])(=[O:35])=[O:34].C(N(CC)C(C)C)(C)C.Cl.CN(C)CCCN=C=NCC. Product: [CH3:1][C:2]1[O:6][C:5]([C:7]2[CH:12]=[CH:11][C:10]([C:13]([F:16])([F:15])[F:14])=[CH:9][CH:8]=2)=[N:4][C:3]=1[CH2:17][O:18][C:19]1[CH:20]=[C:21]2[C:25](=[CH:26][CH:27]=1)[N:24]([CH2:28][C:29]([NH:36][S:33]([CH3:32])(=[O:35])=[O:34])=[O:31])[CH:23]=[CH:22]2. The catalyst class is: 119. (4) Reactant: [NH:1]1[CH:5]=[C:4]([CH2:6][CH2:7][CH2:8][C:9]([NH:11][CH:12]2[CH2:18][CH:17]3[N:19](C(OC(C)(C)C)=O)[CH:14]([CH2:15][CH2:16]3)[CH2:13]2)=[O:10])[N:3]=[N:2]1.Cl. Product: [CH:17]12[NH:19][CH:14]([CH2:15][CH2:16]1)[CH2:13][CH:12]([NH:11][C:9](=[O:10])[CH2:8][CH2:7][CH2:6][C:4]1[N:3]=[N:2][NH:1][CH:5]=1)[CH2:18]2. The catalyst class is: 12.